Dataset: Full USPTO retrosynthesis dataset with 1.9M reactions from patents (1976-2016). Task: Predict the reactants needed to synthesize the given product. (1) Given the product [C:1]([C:3]1[CH:12]=[CH:11][CH:10]=[C:9]2[C:4]=1[CH:5]=[C:6]([C:14]1[CH:30]=[CH:29][C:17]([C:18]([N:20]([CH2:21][CH2:22][OH:23])[CH2:25][CH2:26][OH:27])=[O:19])=[CH:16][CH:15]=1)[NH:7][C:8]2=[O:13])#[N:2], predict the reactants needed to synthesize it. The reactants are: [C:1]([C:3]1[CH:12]=[CH:11][CH:10]=[C:9]2[C:4]=1[CH:5]=[C:6]([C:14]1[CH:30]=[CH:29][C:17]([C:18]([N:20]([CH2:25][CH2:26][O:27]C)[CH2:21][CH2:22][O:23]C)=[O:19])=[CH:16][CH:15]=1)[NH:7][C:8]2=[O:13])#[N:2].B(Br)(Br)Br. (2) Given the product [Br:18][CH:9]([C:3]1[C:4]([CH3:8])=[CH:5][CH:6]=[CH:7][C:2]=1[CH3:1])[CH:10]=[O:11], predict the reactants needed to synthesize it. The reactants are: [CH3:1][C:2]1[CH:7]=[CH:6][CH:5]=[C:4]([CH3:8])[C:3]=1[CH2:9][CH:10]=[O:11].O1CCOCC1.[Br:18]Br.S([O-])([O-])(=O)=S.[Na+].[Na+].